Dataset: Forward reaction prediction with 1.9M reactions from USPTO patents (1976-2016). Task: Predict the product of the given reaction. Given the reactants [NH2:1][CH2:2][C@@H:3]1[C@H:8]([CH3:9])[CH2:7][CH2:6][CH2:5][N:4]1[C:10]([C:12]1[C:17]([C:18]2[N:23]=[CH:22][CH:21]=[CH:20][N:19]=2)=[CH:16][CH:15]=[C:14]([CH3:24])[N:13]=1)=[O:11].Br[C:26]1[CH:31]=[CH:30][C:29]([Cl:32])=[CH:28][N:27]=1, predict the reaction product. The product is: [Cl:32][C:29]1[CH:30]=[CH:31][C:26]([NH:1][CH2:2][C@@H:3]2[C@H:8]([CH3:9])[CH2:7][CH2:6][CH2:5][N:4]2[C:10]([C:12]2[C:17]([C:18]3[N:23]=[CH:22][CH:21]=[CH:20][N:19]=3)=[CH:16][CH:15]=[C:14]([CH3:24])[N:13]=2)=[O:11])=[N:27][CH:28]=1.